This data is from Full USPTO retrosynthesis dataset with 1.9M reactions from patents (1976-2016). The task is: Predict the reactants needed to synthesize the given product. (1) Given the product [C:1]([O:5][C:6]([N:8]1[CH2:13][CH2:12][N:11]([C:47]2[C:48](=[O:49])[N:43]([CH2:34][CH:35]=[CH:36][C:37]3[CH:38]=[CH:39][CH:40]=[CH:41][CH:42]=3)[N:44]=[C:45]([C:56]3[CH:61]=[CH:60][C:59]([F:62])=[C:58]([CH3:63])[CH:57]=3)[C:46]=2[CH3:65])[CH2:10][CH2:9]1)=[O:7])([CH3:4])([CH3:2])[CH3:3], predict the reactants needed to synthesize it. The reactants are: [C:1]([O:5][C:6]([N:8]1[CH2:13][CH2:12][N:11](C2C(=O)N(CC(C)C)N=C(C3C=CC(C)=C(F)C=3)C=2C)[CH2:10][CH2:9]1)=[O:7])([CH3:4])([CH3:3])[CH3:2].[CH2:34]([N:43]1[C:48](=[O:49])[C:47](COS(C)(=O)=O)=[CH:46][C:45]([C:56]2[CH:61]=[CH:60][C:59]([F:62])=[C:58]([CH3:63])[CH:57]=2)=[N:44]1)[CH:35]=[CH:36][C:37]1[CH:42]=[CH:41][CH:40]=[CH:39][CH:38]=1.N1(C(OC(C)(C)C)=O)CCNC[CH2:65]1. (2) Given the product [C:1]([N:4]1[C:13]2[C:8](=[CH:9][C:10]([C:14]3[CH:15]=[CH:16][C:17]([CH2:20][C:21]([OH:23])=[O:22])=[CH:18][CH:19]=3)=[CH:11][CH:12]=2)[C@H:7]([NH:26][C:27]2[CH:32]=[CH:31][C:30]([C:33]#[N:34])=[CH:29][N:28]=2)[CH2:6][C@@H:5]1[CH3:35])(=[O:3])[CH3:2], predict the reactants needed to synthesize it. The reactants are: [C:1]([N:4]1[C:13]2[C:8](=[CH:9][C:10]([C:14]3[CH:19]=[CH:18][C:17]([CH2:20][C:21]([O:23]CC)=[O:22])=[CH:16][CH:15]=3)=[CH:11][CH:12]=2)[C@H:7]([NH:26][C:27]2[CH:32]=[CH:31][C:30]([C:33]#[N:34])=[CH:29][N:28]=2)[CH2:6][C@@H:5]1[CH3:35])(=[O:3])[CH3:2].[OH-].[Li+]. (3) Given the product [F:1][C:2]1[CH:7]=[C:6]([F:8])[CH:5]=[CH:4][C:3]=1[C@H:9]([NH:22][C:23]([C:25]1[C:26]([OH:36])=[N:27][C:28]([N:31]2[CH:35]=[CH:34][CH:33]=[N:32]2)=[N:29][CH:30]=1)=[O:24])[C:10]1[CH:15]=[CH:14][C:13]([P:16]([CH3:21])(=[O:17])[OH:20])=[CH:12][CH:11]=1, predict the reactants needed to synthesize it. The reactants are: [F:1][C:2]1[CH:7]=[C:6]([F:8])[CH:5]=[CH:4][C:3]=1[C@H:9]([NH:22][C:23]([C:25]1[C:26]([OH:36])=[N:27][C:28]([N:31]2[CH:35]=[CH:34][CH:33]=[N:32]2)=[N:29][CH:30]=1)=[O:24])[C:10]1[CH:15]=[CH:14][C:13]([P:16]([CH3:21])(=[O:20])[O:17]CC)=[CH:12][CH:11]=1.[OH-].[Na+]. (4) Given the product [CH:1]1([C:4]2[NH:8][N:7]=[C:6]([NH:9][C:10]3[C:17]([F:18])=[C:16]([NH:32][CH3:31])[C:13]([C:14]#[N:15])=[C:12]([NH:20][C@H:21]([C:23]4[CH:28]=[CH:27][C:26]([F:29])=[CH:25][CH:24]=4)[CH3:22])[N:11]=3)[CH:5]=2)[CH2:3][CH2:2]1, predict the reactants needed to synthesize it. The reactants are: [CH:1]1([C:4]2[NH:8][N:7]=[C:6]([NH:9][C:10]3[C:17]([F:18])=[C:16](I)[C:13]([C:14]#[N:15])=[C:12]([NH:20][C@H:21]([C:23]4[CH:28]=[CH:27][C:26]([F:29])=[CH:25][CH:24]=4)[CH3:22])[N:11]=3)[CH:5]=2)[CH2:3][CH2:2]1.C[CH2:31][N:32](C(C)C)C(C)C.CN.C(Cl)Cl. (5) Given the product [CH3:1][O:2][C:3]([C:5]1[N:6]=[C:7]([C:24]2[CH:29]=[CH:28][CH:27]=[CH:26][CH:25]=2)[C:8]2[C:13]([C:14]=1[OH:15])=[CH:12][CH:11]=[C:10]([O:16][C:17]1[CH:22]=[CH:21][CH:20]=[CH:19][CH:18]=1)[CH:9]=2)=[O:4], predict the reactants needed to synthesize it. The reactants are: [CH3:1][O:2][C:3]([C:5]1[N:6]=[C:7](Br)[C:8]2[C:13]([C:14]=1[OH:15])=[CH:12][CH:11]=[C:10]([O:16][C:17]1[CH:22]=[CH:21][CH:20]=[CH:19][CH:18]=1)[CH:9]=2)=[O:4].[C:24]1(B(O)O)[CH:29]=[CH:28][CH:27]=[CH:26][CH:25]=1.C([O-])([O-])=O.[Cs+].[Cs+].Cl. (6) Given the product [Cl:1][CH2:2][CH2:3][C:4]([C:19]1[CH:24]=[CH:23][CH:22]=[CH:21][CH:20]=1)=[C:5]([C:12]1[CH:13]=[CH:14][C:15]([O:18][CH2:28][CH2:29][OH:30])=[CH:16][CH:17]=1)[C:6]1[CH:11]=[CH:10][CH:9]=[CH:8][CH:7]=1, predict the reactants needed to synthesize it. The reactants are: [Cl:1][CH2:2][CH2:3][C:4]([C:19]1[CH:24]=[CH:23][CH:22]=[CH:21][CH:20]=1)=[C:5]([C:12]1[CH:17]=[CH:16][C:15]([OH:18])=[CH:14][CH:13]=1)[C:6]1[CH:11]=[CH:10][CH:9]=[CH:8][CH:7]=1.[H-].[Na+].I[CH2:28][CH2:29][O:30]C1CCCCO1.O. (7) Given the product [CH3:1][CH2:2][O:3][C:4]([C@@H:6]([NH:15][C@H:16]([C:18]([N:20]1[C@H:29]([C:30]([OH:32])=[O:31])[CH2:28][C:27]2[CH:26]=[C:25]([O:33][CH3:34])[C:24]([O:35][CH3:36])=[CH:23][C:22]=2[CH2:21]1)=[O:19])[CH3:17])[CH2:7][CH2:8][C:9]1[CH:14]=[CH:13][CH:12]=[CH:11][CH:10]=1)=[O:5].[Mg:39].[Cl-:37].[Mg+2:39].[Cl-:37], predict the reactants needed to synthesize it. The reactants are: [CH3:1][CH2:2][O:3][C:4]([C@@H:6]([NH:15][C@H:16]([C:18]([N:20]1[C@H:29]([C:30]([OH:32])=[O:31])[CH2:28][C:27]2[CH:26]=[C:25]([O:33][CH3:34])[C:24]([O:35][CH3:36])=[CH:23][C:22]=2[CH2:21]1)=[O:19])[CH3:17])[CH2:7][CH2:8][C:9]1[CH:10]=[CH:11][CH:12]=[CH:13][CH:14]=1)=[O:5].[ClH:37].[OH-].[Mg+2:39].[OH-]. (8) Given the product [C:1]([O:5][C:6]([N:8]1[CH2:13][CH2:12][N:11]([C:14]2[N:19]=[CH:18][C:17]([C:20]3[CH:21]=[C:22]([C:34]([OH:36])=[O:35])[C:23]4[C:24]([CH3:33])=[CH:25][N:26]([CH:29]([CH2:31][CH3:32])[CH3:30])[C:27]=4[CH:28]=3)=[CH:16][CH:15]=2)[CH2:10][CH2:9]1)=[O:7])([CH3:2])([CH3:4])[CH3:3], predict the reactants needed to synthesize it. The reactants are: [C:1]([O:5][C:6]([N:8]1[CH2:13][CH2:12][N:11]([C:14]2[N:19]=[CH:18][C:17]([C:20]3[CH:21]=[C:22]([C:34]([O:36]C)=[O:35])[C:23]4[C:24]([CH3:33])=[CH:25][N:26]([CH:29]([CH2:31][CH3:32])[CH3:30])[C:27]=4[CH:28]=3)=[CH:16][CH:15]=2)[CH2:10][CH2:9]1)=[O:7])([CH3:4])([CH3:3])[CH3:2].[OH-].[Na+]. (9) The reactants are: [CH:1]1([CH2:6][N:7]([CH2:29][CH:30]2[CH2:34][CH2:33][CH2:32][CH2:31]2)[C@@H:8]2[CH2:13][O:12][C@@H:11]([CH2:14][C:15]([O:17]C)=[O:16])[CH2:10][C@H:9]2[C:19]2[CH:24]=[CH:23][C:22]([C:25]([F:28])([F:27])[F:26])=[CH:21][CH:20]=2)[CH2:5][CH2:4][CH2:3][CH2:2]1.[OH-].[Na+].Cl. Given the product [CH:1]1([CH2:6][N:7]([CH2:29][CH:30]2[CH2:31][CH2:32][CH2:33][CH2:34]2)[C@@H:8]2[CH2:13][O:12][C@@H:11]([CH2:14][C:15]([OH:17])=[O:16])[CH2:10][C@H:9]2[C:19]2[CH:24]=[CH:23][C:22]([C:25]([F:28])([F:26])[F:27])=[CH:21][CH:20]=2)[CH2:2][CH2:3][CH2:4][CH2:5]1, predict the reactants needed to synthesize it.